From a dataset of Reaction yield outcomes from USPTO patents with 853,638 reactions. Predict the reaction yield, written as a fraction of the theoretical maximum amount of product (1.0 means a 100% yield; for example, 0.34 means a 34% yield). (1) The reactants are Cl.[F:2][C:3]1[CH:8]=[C:7]([S:9]([CH3:12])(=[O:11])=[O:10])[C:6]([F:13])=[CH:5][C:4]=1[NH:14][C@H:15]1[CH2:20][CH2:19][CH2:18][N:17]([CH:21]2[CH2:26][CH2:25][NH:24][CH2:23][CH2:22]2)[C:16]1=[O:27].Cl[C:29]1[N:34]=[CH:33][C:32]([C:35](=[O:37])[CH3:36])=[CH:31][CH:30]=1.CCN(C(C)C)C(C)C. The catalyst is CN(C=O)C. The product is [C:35]([C:32]1[CH:31]=[CH:30][C:29]([N:24]2[CH2:23][CH2:22][CH:21]([N:17]3[CH2:18][CH2:19][CH2:20][C@H:15]([NH:14][C:4]4[CH:5]=[C:6]([F:13])[C:7]([S:9]([CH3:12])(=[O:11])=[O:10])=[CH:8][C:3]=4[F:2])[C:16]3=[O:27])[CH2:26][CH2:25]2)=[N:34][CH:33]=1)(=[O:37])[CH3:36]. The yield is 0.686. (2) The product is [N:17]1[CH:22]=[CH:21][CH:20]=[C:19]([C:2](=[CH2:10])[CH2:3][N:4]2[CH2:8][CH2:7][CH2:6][C:5]2=[O:9])[CH:18]=1. The reactants are Br[C:2](=[CH2:10])[CH2:3][N:4]1[CH2:8][CH2:7][CH2:6][C:5]1=[O:9].C(=O)([O-])[O-].[Na+].[Na+].[N:17]1[CH:22]=[CH:21][CH:20]=[C:19]([Sn](CCCC)(CCCC)CCCC)[CH:18]=1.B([O-])(OC)OC.[Li].B(OC)(OC)OC. The catalyst is C(O)C.C1C=CC=CC=1. The yield is 0.820.